Dataset: Retrosynthesis with 50K atom-mapped reactions and 10 reaction types from USPTO. Task: Predict the reactants needed to synthesize the given product. Given the product CCC(C(=O)NCc1ccc(Br)cc1)c1cccc2cnccc12, predict the reactants needed to synthesize it. The reactants are: CCC(C(=O)O)c1cccc2cnccc12.NCc1ccc(Br)cc1.